This data is from Catalyst prediction with 721,799 reactions and 888 catalyst types from USPTO. The task is: Predict which catalyst facilitates the given reaction. (1) Reactant: [N:1]#[C:2][NH2:3].C(N=C=NCCCN(C)C)C.[Cl:15][C:16]1[CH:17]=[CH:18][C:19]2[N:20]([N:22]=[C:23]([C:35]3[CH:40]=[CH:39][CH:38]=[CH:37][CH:36]=3)[C:24]=2[CH2:25][C:26]2[N:31]=[C:30]([C:32](O)=[O:33])[CH:29]=[CH:28][CH:27]=2)[CH:21]=1.Cl. Product: [Cl:15][C:16]1[CH:17]=[CH:18][C:19]2[N:20]([N:22]=[C:23]([C:35]3[CH:40]=[CH:39][CH:38]=[CH:37][CH:36]=3)[C:24]=2[CH2:25][C:26]2[N:31]=[C:30]([C:32]([NH:1][C:2]#[N:3])=[O:33])[CH:29]=[CH:28][CH:27]=2)[CH:21]=1. The catalyst class is: 468. (2) Reactant: [NH2:1][CH:2]([CH2:5][CH3:6])[CH2:3][OH:4].C(N(CC)CC)C.[Cl:14][CH2:15][C:16](Cl)=[O:17]. Product: [Cl:14][CH2:15][C:16]([NH:1][CH:2]([CH2:5][CH3:6])[CH2:3][OH:4])=[O:17]. The catalyst class is: 317. (3) Reactant: [CH3:1][C:2]([C:9]1[CH:14]=[CH:13][CH:12]=[C:11]([O:15]C)[CH:10]=1)([CH3:8])[C:3](=[O:7])[C:4]([OH:6])=[O:5].B(Br)(Br)Br. Product: [CH3:8][C:2]([C:9]1[CH:14]=[CH:13][CH:12]=[C:11]([OH:15])[CH:10]=1)([CH3:1])[C:3](=[O:7])[C:4]([OH:6])=[O:5]. The catalyst class is: 4. (4) Reactant: [Cl:1][C:2]1[C:3]([CH2:10][N:11]2[C:19](=[O:20])[C:18]3[C:13](=[CH:14][CH:15]=[CH:16][CH:17]=3)[C:12]2=[O:21])=[N:4][CH:5]=[C:6]([CH:8]=[CH2:9])[CH:7]=1.Br[CH:23]([C:28]1[CH:29]=[C:30]([Cl:36])[C:31]([Cl:35])=[C:32]([Cl:34])[CH:33]=1)[C:24]([F:27])([F:26])[F:25].N1C=CC=CC=1C1C=CC=CN=1. Product: [Cl:1][C:2]1[C:3]([CH2:10][N:11]2[C:19](=[O:20])[C:18]3[C:13](=[CH:14][CH:15]=[CH:16][CH:17]=3)[C:12]2=[O:21])=[N:4][CH:5]=[C:6](/[CH:8]=[CH:9]/[CH:23]([C:28]2[CH:29]=[C:30]([Cl:36])[C:31]([Cl:35])=[C:32]([Cl:34])[CH:33]=2)[C:24]([F:26])([F:25])[F:27])[CH:7]=1. The catalyst class is: 482. (5) Reactant: [C:1]([O:5][C:6]([N:8]1[CH2:13][CH:12]=[C:11]([C:14]2[CH:19]=[CH:18][C:17]([Cl:20])=[CH:16][CH:15]=2)[CH2:10][CH2:9]1)=[O:7])([CH3:4])([CH3:3])[CH3:2].ClC1C=CC=C(C(OO)=[O:29])C=1.C(N(CC)CC)C. Product: [C:1]([O:5][C:6]([N:8]1[CH2:9][CH2:10][C:11]2([C:14]3[CH:19]=[CH:18][C:17]([Cl:20])=[CH:16][CH:15]=3)[CH:12]([O:29]2)[CH2:13]1)=[O:7])([CH3:4])([CH3:2])[CH3:3]. The catalyst class is: 2. (6) Reactant: [NH2:1][C:2]1[C:3]([CH3:15])=[C:4]([CH2:9][CH2:10][C:11]([O:13][CH3:14])=[O:12])[CH:5]=[CH:6][C:7]=1[Cl:8].C1COCC1.C(N(CC)C(C)C)(C)C.[Cl:30][C:31]1[CH:36]=[CH:35][C:34]([C@H:37]([C@@H:41]([CH3:46])[C:42]([F:45])([F:44])[F:43])[C:38](Cl)=[O:39])=[CH:33][CH:32]=1. Product: [Cl:8][C:7]1[CH:6]=[CH:5][C:4]([CH2:9][CH2:10][C:11]([O:13][CH3:14])=[O:12])=[C:3]([CH3:15])[C:2]=1[NH:1][C:38](=[O:39])[C@H:37]([C:34]1[CH:33]=[CH:32][C:31]([Cl:30])=[CH:36][CH:35]=1)[C@@H:41]([CH3:46])[C:42]([F:43])([F:44])[F:45]. The catalyst class is: 13.